From a dataset of Reaction yield outcomes from USPTO patents with 853,638 reactions. Predict the reaction yield, written as a fraction of the theoretical maximum amount of product (1.0 means a 100% yield; for example, 0.34 means a 34% yield). (1) The reactants are [CH3:1][Si:2]([CH3:13])([CH3:12])[C:3]1[CH:8]=[CH:7][C:6]([N+:9]([O-])=O)=[CH:5][CH:4]=1.[H][H]. The catalyst is C(O)C.[Pd]. The product is [CH3:1][Si:2]([CH3:13])([CH3:12])[C:3]1[CH:8]=[CH:7][C:6]([NH2:9])=[CH:5][CH:4]=1. The yield is 0.940. (2) The product is [F:1][C:2]1[CH:10]=[C:9]2[C:5]([C:6]([CH3:13])([CH3:12])[N:7]([C:15]3[CH:20]=[N:19][CH:18]=[C:17]([CH2:21][OH:22])[CH:16]=3)[C:8]2=[O:11])=[CH:4][CH:3]=1. The catalyst is O1CCOCC1.[Cu]I.O. The yield is 0.920. The reactants are [F:1][C:2]1[CH:10]=[C:9]2[C:5]([C:6]([CH3:13])([CH3:12])[NH:7][C:8]2=[O:11])=[CH:4][CH:3]=1.Br[C:15]1[CH:16]=[C:17]([CH2:21][OH:22])[CH:18]=[N:19][CH:20]=1.[C@H]1(N)CCCC[C@@H]1N.C([O-])([O-])=O.[Cs+].[Cs+]. (3) The reactants are [N:1]([C:4]1[CH:9]=[CH:8][C:7]([Br:10])=[CH:6][CH:5]=1)=[N+:2]=[N-:3].[C:11]([O:16][CH3:17])(=[O:15])[C:12]#[C:13][CH3:14]. The catalyst is C1(C)C=CC=CC=1. The product is [CH3:17][O:16][C:11]([C:12]1[N:1]([C:4]2[CH:9]=[CH:8][C:7]([Br:10])=[CH:6][CH:5]=2)[N:2]=[N:3][C:13]=1[CH3:14])=[O:15]. The yield is 0.301.